Dataset: Reaction yield outcomes from USPTO patents with 853,638 reactions. Task: Predict the reaction yield, written as a fraction of the theoretical maximum amount of product (1.0 means a 100% yield; for example, 0.34 means a 34% yield). (1) The reactants are [CH3:1][O-:2].[Na+].Cl[C:5]1[C:10]([N+:11]([O-:13])=[O:12])=[CH:9][CH:8]=[CH:7][N:6]=1. The catalyst is CO. The product is [CH3:1][O:2][C:5]1[C:10]([N+:11]([O-:13])=[O:12])=[CH:9][CH:8]=[CH:7][N:6]=1. The yield is 0.900. (2) The reactants are [CH:1]1([C@@H:4]([NH:9][S@](C(C)(C)C)=O)[C:5]([F:8])([F:7])[F:6])[CH2:3][CH2:2]1.[ClH:16]. The yield is 0.880. The catalyst is CO. The product is [ClH:16].[CH:1]1([C@@H:4]([NH2:9])[C:5]([F:8])([F:7])[F:6])[CH2:3][CH2:2]1. (3) The reactants are [F:1][C:2]([F:24])([F:23])[CH:3]([C:14]1[CH:19]=[C:18]([Cl:20])[C:17]([Cl:21])=[C:16]([Cl:22])[CH:15]=1)/[CH:4]=[CH:5]/[C:6]1[CH:11]=[CH:10][C:9]([O:12][NH2:13])=[CH:8][CH:7]=1.CCN=C=NCCCN(C)C.Cl.C1C=CC2N(O)N=NC=2C=1.CCN(C(C)C)C(C)C.[CH:56]1([C:59](O)=[O:60])[CH2:58][CH2:57]1. The catalyst is C(Cl)Cl.O. The product is [F:24][C:2]([F:1])([F:23])[CH:3]([C:14]1[CH:15]=[C:16]([Cl:22])[C:17]([Cl:21])=[C:18]([Cl:20])[CH:19]=1)/[CH:4]=[CH:5]/[C:6]1[CH:11]=[CH:10][C:9]([O:12][NH:13][C:59]([CH:56]2[CH2:58][CH2:57]2)=[O:60])=[CH:8][CH:7]=1. The yield is 0.340. (4) The product is [Cl:35][C:23]1[CH:22]=[C:21]2[C:26]([C:18]([C:16]([O:15][CH3:14])=[O:17])=[CH:19][NH:20]2)=[CH:25][C:24]=1[C:2]1[CH:7]=[CH:6][C:5]([N:8]2[CH2:12][CH2:11][CH2:10][C:9]2=[O:13])=[CH:4][CH:3]=1. The catalyst is O1CCOCC1. The reactants are Br[C:2]1[CH:7]=[CH:6][C:5]([N:8]2[CH2:12][CH2:11][CH2:10][C:9]2=[O:13])=[CH:4][CH:3]=1.[CH3:14][O:15][C:16]([C:18]1[C:26]2[C:21](=[CH:22][C:23]([Cl:35])=[C:24](B3OCC(C)(C)CO3)[CH:25]=2)[NH:20][CH:19]=1)=[O:17].C([O-])(=O)C.[K+]. The yield is 0.610. (5) The reactants are FC(F)(F)C(O)=O.[Cl:8][C:9]1[CH:14]=[CH:13][C:12]([O:15][CH2:16][CH3:17])=[CH:11][C:10]=1[C:18]1[CH:19]=[CH:20][C:21]([C:41]([O:43][CH3:44])=[O:42])=[N:22][C:23]=1[C:24]1[CH:29]=[CH:28][C:27]([Cl:30])=[C:26]([O:31]CC2C=CC(OC)=CC=2)[CH:25]=1. The catalyst is C(Cl)Cl. The product is [Cl:8][C:9]1[CH:14]=[CH:13][C:12]([O:15][CH2:16][CH3:17])=[CH:11][C:10]=1[C:18]1[CH:19]=[CH:20][C:21]([C:41]([O:43][CH3:44])=[O:42])=[N:22][C:23]=1[C:24]1[CH:29]=[CH:28][C:27]([Cl:30])=[C:26]([OH:31])[CH:25]=1. The yield is 0.960. (6) The catalyst is C(Cl)Cl. The product is [CH3:26][S:27]([NH:1][CH2:2][C:3]1[CH:13]=[C:7]([C:8]([O:10][CH2:11][CH3:12])=[O:9])[CH:6]=[C:5]([CH:4]=1)[C:14]([O:16][CH2:17][CH3:18])=[O:15])(=[O:29])=[O:28]. The reactants are [NH2:1][CH2:2][C:3]1[CH:4]=[C:5]([C:14]([O:16][CH2:17][CH3:18])=[O:15])[CH:6]=[C:7]([CH:13]=1)[C:8]([O:10][CH2:11][CH3:12])=[O:9].CCN(CC)CC.[CH3:26][S:27](Cl)(=[O:29])=[O:28]. The yield is 0.350.